This data is from Full USPTO retrosynthesis dataset with 1.9M reactions from patents (1976-2016). The task is: Predict the reactants needed to synthesize the given product. Given the product [OH:33][CH2:32][CH2:31][N:30]([CH2:29][C:24]1[CH:25]=[CH:26][CH:27]=[CH:28][N:23]=1)[C:20](=[O:21])[CH2:19][N:11]([S:8]([C:3]1[C:2]([CH3:1])=[CH:7][CH:6]=[CH:5][N:4]=1)(=[O:9])=[O:10])[C:12]1[CH:13]=[C:14]([CH3:18])[CH:15]=[CH:16][CH:17]=1, predict the reactants needed to synthesize it. The reactants are: [CH3:1][C:2]1[C:3]([S:8]([N:11]([CH2:19][C:20](O)=[O:21])[C:12]2[CH:13]=[C:14]([CH3:18])[CH:15]=[CH:16][CH:17]=2)(=[O:10])=[O:9])=[N:4][CH:5]=[CH:6][CH:7]=1.[N:23]1[CH:28]=[CH:27][CH:26]=[CH:25][C:24]=1[CH2:29][NH:30][CH2:31][CH2:32][OH:33].